From a dataset of Reaction yield outcomes from USPTO patents with 853,638 reactions. Predict the reaction yield, written as a fraction of the theoretical maximum amount of product (1.0 means a 100% yield; for example, 0.34 means a 34% yield). (1) The reactants are [Cl:1][C:2]1[CH:20]=[CH:19][CH:18]=[C:17]([Cl:21])[C:3]=1[CH2:4][C:5]1(C(OCC)=O)[CH2:10][CH2:9][CH2:8][NH:7][C:6]1=[O:11].[OH-].[Na+]. The catalyst is C(O)C. The product is [Cl:1][C:2]1[CH:20]=[CH:19][CH:18]=[C:17]([Cl:21])[C:3]=1[CH2:4][CH:5]1[CH2:10][CH2:9][CH2:8][NH:7][C:6]1=[O:11]. The yield is 0.760. (2) The reactants are [C:1]([O:4][C:5]1[CH:14]=[C:13]2[C:8]([C:9]([CH2:16][C:17]([OH:19])=[O:18])=[CH:10][C:11](=[O:15])[O:12]2)=[CH:7][CH:6]=1)(=[O:3])[CH3:2].[Cl:20][C:21]([Cl:25])([Cl:24])[CH2:22]O.C1(N=C=NC2CCCCC2)CCCCC1. The catalyst is ClCCl. The product is [C:1]([O:4][C:5]1[CH:14]=[C:13]2[C:8]([C:9]([CH2:16][C:17]([O:19][CH2:22][C:21]([Cl:25])([Cl:24])[Cl:20])=[O:18])=[CH:10][C:11](=[O:15])[O:12]2)=[CH:7][CH:6]=1)(=[O:3])[CH3:2]. The yield is 0.960. (3) The reactants are [CH:1]1([CH2:7][N:8]2[C:13](=[O:14])[C:12]([C:15]([NH:17][CH2:18][C:19]([O:21]CC)=[O:20])=[O:16])=[C:11]([OH:24])[C:10]([C:25]([O:27]C)=O)=[C:9]2[OH:29])[CH2:6][CH2:5][CH2:4][CH2:3][CH2:2]1.[CH:30]1([CH2:33][NH2:34])[CH2:32][CH2:31]1.Cl. The catalyst is C(Cl)(Cl)Cl. The product is [CH:1]1([CH2:7][N:8]2[C:9]([OH:29])=[C:10]([C:25]([NH:34][CH2:33][CH:30]3[CH2:32][CH2:31]3)=[O:27])[C:11]([OH:24])=[C:12]([C:15]([NH:17][CH2:18][C:19]([OH:21])=[O:20])=[O:16])[C:13]2=[O:14])[CH2:2][CH2:3][CH2:4][CH2:5][CH2:6]1. The yield is 0.810.